Dataset: Peptide-MHC class I binding affinity with 185,985 pairs from IEDB/IMGT. Task: Regression. Given a peptide amino acid sequence and an MHC pseudo amino acid sequence, predict their binding affinity value. This is MHC class I binding data. (1) The peptide sequence is AEMQNPVYL. The MHC is BoLA-HD6 with pseudo-sequence BoLA-HD6. The binding affinity (normalized) is 0.486. (2) The binding affinity (normalized) is 0.421. The MHC is HLA-C07:02 with pseudo-sequence HLA-C07:02. The peptide sequence is FLLDGGAPF. (3) The peptide sequence is ELMPIRTDTT. The MHC is HLA-A02:01 with pseudo-sequence HLA-A02:01. The binding affinity (normalized) is 0.135. (4) The peptide sequence is DEVEFLGHY. The MHC is HLA-A30:02 with pseudo-sequence HLA-A30:02. The binding affinity (normalized) is 0.290. (5) The peptide sequence is RFYPKVTKYL. The MHC is Patr-A0701 with pseudo-sequence Patr-A0701. The binding affinity (normalized) is 0.334. (6) The peptide sequence is DSGSGFWK. The MHC is Mamu-B3901 with pseudo-sequence Mamu-B3901. The binding affinity (normalized) is 0.219. (7) The peptide sequence is RPKPDYSAM. The MHC is HLA-B15:01 with pseudo-sequence HLA-B15:01. The binding affinity (normalized) is 0.0847. (8) The peptide sequence is QTGGFFRPWSM. The MHC is Mamu-A11 with pseudo-sequence Mamu-A11. The binding affinity (normalized) is 0.0668. (9) The peptide sequence is TAKSSFVCGI. The MHC is HLA-A02:01 with pseudo-sequence HLA-A02:01. The binding affinity (normalized) is 0.350.